Dataset: Full USPTO retrosynthesis dataset with 1.9M reactions from patents (1976-2016). Task: Predict the reactants needed to synthesize the given product. (1) Given the product [NH2:4][C:5]1[CH:6]=[CH:7][C:8]([O:9][C:10]2[N:11]3[C:15]([CH:16]=[CH:17][CH:18]=2)=[N:14][C:13]([NH:19][C:20](=[O:23])[O:21][CH3:22])=[CH:12]3)=[CH:24][CH:25]=1, predict the reactants needed to synthesize it. The reactants are: C([NH:4][C:5]1[CH:25]=[CH:24][C:8]([O:9][C:10]2[N:11]3[C:15]([CH:16]=[CH:17][CH:18]=2)=[N:14][C:13]([NH:19][C:20](=[O:23])[O:21][CH3:22])=[CH:12]3)=[CH:7][CH:6]=1)(=O)C.Cl.[NH4+].[OH-]. (2) Given the product [CH3:1][S:2]([C:5]1[CH:6]=[CH:7][C:8]([C:9]([O:11][C@@H:12]2[CH2:17][C@@H:16]([CH2:18][CH2:19][CH2:20][CH:21]=[CH2:22])[O:15][C@@:14]([OH:38])([C@@H:23]3[CH2:27][S:26][C:25](=[O:28])[NH:24]3)[CH2:13]2)=[O:10])=[CH:40][CH:41]=1)(=[O:3])=[O:4], predict the reactants needed to synthesize it. The reactants are: [CH3:1][S:2]([C:5]1[CH:41]=[CH:40][C:8]([C:9]([O:11][C@@H:12]2[CH2:17][C@@H:16]([CH2:18][CH2:19][CH2:20][CH:21]=[CH2:22])[O:15][C@@:14]([O:38]C)([C@@H:23]3[CH2:27][S:26][C:25](=[O:28])[N:24]3CC3C=CC(OC)=CC=3)[CH2:13]2)=[O:10])=[CH:7][CH:6]=1)(=[O:4])=[O:3].CO[C@]1([C@@H]2CSC(=O)N2CC2C=CC(OC)=CC=2)C[C@H]2C[C@@H](CCCC=CCCC(C)=CC(=O)O2)O1. (3) Given the product [CH:13]1([C@H:18]([N:22]2[CH:26]=[C:25]([C:2]3[C:3]4[CH:12]=[CH:11][NH:10][C:4]=4[N:5]=[C:6]([O:8][CH3:9])[N:7]=3)[CH:24]=[N:23]2)[CH2:19][C:20]#[N:21])[CH2:17][CH2:16][CH2:15][CH2:14]1, predict the reactants needed to synthesize it. The reactants are: Cl[C:2]1[C:3]2[CH:12]=[CH:11][NH:10][C:4]=2[N:5]=[C:6]([O:8][CH3:9])[N:7]=1.[CH:13]1([C@H:18]([N:22]2[CH:26]=[C:25](B3OC(C)(C)C(C)(C)O3)[CH:24]=[N:23]2)[CH2:19][C:20]#[N:21])[CH2:17][CH2:16][CH2:15][CH2:14]1.C(=O)([O-])[O-].[K+].[K+]. (4) Given the product [O:1]1[C:5]2[CH:6]=[CH:7][CH:8]=[CH:9][C:4]=2[N:3]=[C:2]1[CH:10]=[N:26][S:23]([C:21]1[CH:20]=[CH:19][C:18]2[O:12][CH2:13][CH2:14][CH2:15][O:16][C:17]=2[CH:22]=1)(=[O:24])=[O:25], predict the reactants needed to synthesize it. The reactants are: [O:1]1[C:5]2[CH:6]=[CH:7][CH:8]=[CH:9][C:4]=2[N:3]=[C:2]1[CH:10]=O.[O:12]1[C:18]2[CH:19]=[CH:20][C:21]([S:23]([NH2:26])(=[O:25])=[O:24])=[CH:22][C:17]=2[O:16][CH2:15][CH2:14][CH2:13]1.O.[O-2].[O-2].[O-2].O=[Si]=O.O=[Si]=O.O=[Si]=O.O=[Si]=O.[Al+3].[Al+3]. (5) Given the product [CH2:24]([O:23][C:21](=[O:22])[CH2:20][C:19]([NH:1][C:2]1[S:3][CH:4]=[CH:5][C:6]=1[C:7]([O:9][CH3:10])=[O:8])=[O:26])[CH3:25], predict the reactants needed to synthesize it. The reactants are: [NH2:1][C:2]1[S:3][CH:4]=[CH:5][C:6]=1[C:7]([O:9][CH3:10])=[O:8].C(N(CC)CC)C.Cl[C:19](=[O:26])[CH2:20][C:21]([O:23][CH2:24][CH3:25])=[O:22]. (6) Given the product [N+:1]([C:4]1[CH:5]=[C:6]([O:14][CH2:15][CH2:16][NH:17][S:24]([CH3:27])(=[O:26])=[O:25])[CH:7]=[C:8]([C:10]([F:11])([F:12])[F:13])[CH:9]=1)([O-:3])=[O:2], predict the reactants needed to synthesize it. The reactants are: [N+:1]([C:4]1[CH:5]=[C:6]([O:14][CH2:15][CH2:16][NH2:17])[CH:7]=[C:8]([C:10]([F:13])([F:12])[F:11])[CH:9]=1)([O-:3])=[O:2].N1C=CC=CC=1.[S:24](Cl)([CH3:27])(=[O:26])=[O:25]. (7) Given the product [CH2:34]([O:12][C:10]1[CH:9]=[C:8]2[C:3]([C:4](=[O:23])[CH:5]=[C:6]([C:13]3[CH:18]=[C:17]([O:19][CH3:20])[C:16]([O:21][CH3:22])=[CH:15][CH:14]=3)[O:7]2)=[C:2]([OH:1])[CH:11]=1)[C:31]#[CH:32], predict the reactants needed to synthesize it. The reactants are: [OH:1][C:2]1[CH:11]=[C:10]([OH:12])[CH:9]=[C:8]2[C:3]=1[C:4](=[O:23])[CH:5]=[C:6]([C:13]1[CH:18]=[C:17]([O:19][CH3:20])[C:16]([O:21][CH3:22])=[CH:15][CH:14]=1)[O:7]2.C(=O)([O-])[O-].[K+].[K+].Br[CH2:31][C:32]#N.[C:34](OCC)(=O)C. (8) Given the product [C:72]([CH2:73][CH2:74][NH:75][C:30](=[O:32])[C:29]1[CH:33]=[CH:34][C:35]([CH3:36])=[C:27]([C:10]2[C:11]3[CH:17]=[CH:16][C:15](=[O:18])[N:14]([C:19]4[C:24]([F:25])=[CH:23][CH:22]=[CH:21][C:20]=4[F:26])[C:12]=3[N:13]=[C:8]([NH:7][CH2:6][CH2:5][CH2:4][N:3]([CH2:1][CH3:2])[CH2:37][CH3:38])[N:9]=2)[CH:28]=1)#[N:71], predict the reactants needed to synthesize it. The reactants are: [CH2:1]([N:3]([CH2:37][CH3:38])[CH2:4][CH2:5][CH2:6][NH:7][C:8]1[N:9]=[C:10]([C:27]2[CH:28]=[C:29]([CH:33]=[CH:34][C:35]=2[CH3:36])[C:30]([OH:32])=O)[C:11]2[CH:17]=[CH:16][C:15](=[O:18])[N:14]([C:19]3[C:24]([F:25])=[CH:23][CH:22]=[CH:21][C:20]=3[F:26])[C:12]=2[N:13]=1)[CH3:2].CN(C(ON1N=NC2C=CC=CC1=2)=[N+](C)C)C.F[P-](F)(F)(F)(F)F.C(N(CC)CC)C.Cl.[NH2:71][CH2:72][CH2:73][C:74]#[N:75]. (9) Given the product [OH:1][C@H:2]([CH3:24])[C@H:3]([NH:8][C:9](=[O:23])[C:10]1[CH:15]=[CH:14][C:13]([C:16]#[C:17][C:18]#[C:19][C@@H:20]([OH:22])[CH3:21])=[CH:12][CH:11]=1)[C:4]([NH:25][OH:26])=[O:5], predict the reactants needed to synthesize it. The reactants are: [OH:1][C@H:2]([CH3:24])[C@H:3]([NH:8][C:9](=[O:23])[C:10]1[CH:15]=[CH:14][C:13]([C:16]#[C:17][C:18]#[C:19][C@@H:20]([OH:22])[CH3:21])=[CH:12][CH:11]=1)[C:4](OC)=[O:5].[NH2:25][OH:26]. (10) Given the product [CH3:16][N:1]1[C:9]2[C:4](=[CH:5][CH:6]=[C:7]([C:10]([O:12][CH3:13])=[O:11])[CH:8]=2)[CH:3]=[N:2]1.[CH3:16][N:2]1[CH:3]=[C:4]2[C:9]([CH:8]=[C:7]([C:10]([O:12][CH3:13])=[O:11])[CH:6]=[CH:5]2)=[N:1]1, predict the reactants needed to synthesize it. The reactants are: [NH:1]1[C:9]2[C:4](=[CH:5][CH:6]=[C:7]([C:10]([O:12][CH3:13])=[O:11])[CH:8]=2)[CH:3]=[N:2]1.[H-].[Na+].[CH3:16]I.